This data is from Experimentally validated miRNA-target interactions with 360,000+ pairs, plus equal number of negative samples. The task is: Binary Classification. Given a miRNA mature sequence and a target amino acid sequence, predict their likelihood of interaction. Result: 0 (no interaction). The miRNA is hsa-miR-4747-5p with sequence AGGGAAGGAGGCUUGGUCUUAG. The protein sequence of the target gene is MPDSWDKDVYPEPPRRTPVQPNPIVYMMKAFDLIVDRPVTLVREFIERQHAKNRYYYYHRQYRRVPDITECKEEDIMCMYEAEMQWKRDYKVDQEIINIMQDRLKACQQREGQNYQQNCIKEVEQFTQVAKAYQDRYQDLGAYSSARKCLAKQRQRMLQERKAAKEAAAATS.